From a dataset of Forward reaction prediction with 1.9M reactions from USPTO patents (1976-2016). Predict the product of the given reaction. Given the reactants Br[C:2]1[CH:8]=[C:7]([F:9])[C:5]([NH2:6])=[C:4]([F:10])[CH:3]=1.[CH3:11][O:12][C:13]1[CH:14]=[C:15](B(O)O)[CH:16]=[CH:17][C:18]=1[O:19][CH3:20], predict the reaction product. The product is: [F:10][C:4]1[CH:3]=[C:2]([C:16]2[CH:15]=[CH:14][C:13]([O:12][CH3:11])=[C:18]([O:19][CH3:20])[CH:17]=2)[CH:8]=[C:7]([F:9])[C:5]=1[NH2:6].